Dataset: Full USPTO retrosynthesis dataset with 1.9M reactions from patents (1976-2016). Task: Predict the reactants needed to synthesize the given product. (1) Given the product [CH:1]([C:4]1[CH:5]=[C:6]([CH:29]=[CH:30][CH:31]=1)[O:7][CH:8]([CH3:28])[C:9]([NH:11][C:12]1[CH:13]=[CH:14][C:15]([CH:18]([C:25]#[C:26][CH3:27])[CH2:19][C:20]([OH:22])=[O:21])=[CH:16][CH:17]=1)=[O:10])([CH3:2])[CH3:3], predict the reactants needed to synthesize it. The reactants are: [CH:1]([C:4]1[CH:5]=[C:6]([CH:29]=[CH:30][CH:31]=1)[O:7][CH:8]([CH3:28])[C:9]([NH:11][C:12]1[CH:17]=[CH:16][C:15]([CH:18]([C:25]#[C:26][CH3:27])[CH2:19][C:20]([O:22]CC)=[O:21])=[CH:14][CH:13]=1)=[O:10])([CH3:3])[CH3:2].O.Cl. (2) Given the product [Br:14][C:15]1[CH:16]=[C:17]([NH:18][CH:9]([C:5]2[CH:6]=[C:7]([CH3:8])[C:2]([Cl:1])=[C:3]([CH3:13])[CH:4]=2)[CH2:10][CH3:11])[CH:19]=[CH:20][CH:21]=1, predict the reactants needed to synthesize it. The reactants are: [Cl:1][C:2]1[C:7]([CH3:8])=[CH:6][C:5]([C:9](=O)[CH2:10][CH3:11])=[CH:4][C:3]=1[CH3:13].[Br:14][C:15]1[CH:16]=[C:17]([CH:19]=[CH:20][CH:21]=1)[NH2:18].[B][B][B][B][B][B][B][B][B][B]. (3) Given the product [NH2:11][C:5]1[CH:4]=[CH:3][C:2]([Br:1])=[CH:13][C:6]=1[C:7]([N:15]([CH3:16])[CH3:14])=[O:8], predict the reactants needed to synthesize it. The reactants are: [Br:1][C:2]1[CH:13]=[C:6]2[C:7](OC(=O)[NH:11][C:5]2=[CH:4][CH:3]=1)=[O:8].[CH3:14][NH:15][CH3:16].